This data is from Reaction yield outcomes from USPTO patents with 853,638 reactions. The task is: Predict the reaction yield, written as a fraction of the theoretical maximum amount of product (1.0 means a 100% yield; for example, 0.34 means a 34% yield). (1) No catalyst specified. The yield is 0.360. The product is [Cl:45][C:8]1[CH:7]=[N:16][C:15]2[C:10](=[CH:11][CH:12]=[C:13]([CH2:17][C:18]([O:20][CH2:21][CH3:22])=[O:19])[CH:14]=2)[N:9]=1. The reactants are O=P(Cl)(Cl)Cl.O=[C:7]1[NH:16][C:15]2[C:10](=[CH:11][CH:12]=[C:13]([CH2:17][C:18]([O:20][CH2:21][CH3:22])=[O:19])[CH:14]=2)[N:9]=[CH:8]1.O=C1C=NC2C(=CC=C(CC(OCC)=O)C=2)N1.CN(C=O)C.[Cl:45]C1C=NC2C(N=1)=CC(CC(OCC)=O)=CC=2. (2) The reactants are [Br:1][C:2]1[CH:11]=[CH:10][C:9]2[O:8][C@@H:7]3[CH2:12][CH2:13][O:14][CH2:15][C@H:6]3[C:5]3([C:19](=[O:20])[N:18]([CH3:21])[C:17](=S)[NH:16]3)[C:4]=2[CH:3]=1.CO.C(OO)(C)(C)C.[NH4+:31].[OH-]. The catalyst is O. The product is [NH2:31][C:17]1[N:18]([CH3:21])[C:19](=[O:20])[C:5]2([N:16]=1)[C:4]1[CH:3]=[C:2]([Br:1])[CH:11]=[CH:10][C:9]=1[O:8][C@@H:7]1[CH2:12][CH2:13][O:14][CH2:15][C@@H:6]21. The yield is 0.190. (3) The reactants are [Br:1][C:2]1[N:7]=[C:6]([C:8]([O:10][CH3:11])=[O:9])[C:5]([OH:12])=[CH:4][CH:3]=1.[O:13]([CH2:20][CH2:21]O)[C:14]1[CH:19]=[CH:18][CH:17]=[CH:16][CH:15]=1.CC(OC(/N=N/C(OC(C)C)=O)=O)C. The catalyst is C(Cl)Cl. The product is [Br:1][C:2]1[N:7]=[C:6]([C:8]([O:10][CH3:11])=[O:9])[C:5]([O:12][CH2:21][CH2:20][O:13][C:14]2[CH:19]=[CH:18][CH:17]=[CH:16][CH:15]=2)=[CH:4][CH:3]=1. The yield is 0.720.